Dataset: Full USPTO retrosynthesis dataset with 1.9M reactions from patents (1976-2016). Task: Predict the reactants needed to synthesize the given product. (1) Given the product [CH2:1]([C:5]1[N:10]2[N:11]=[CH:12][N:13]=[C:9]2[N:8]([C@H:14]2[CH2:19][CH2:18][C@H:17]([O:20][CH:21]([CH3:25])[C:22]([OH:24])([CH3:42])[CH3:23])[CH2:16][CH2:15]2)[C:7](=[O:26])[C:6]=1[CH2:27][C:28]1[CH:33]=[CH:32][C:31]([C:34]2[C:35]([C:40]#[N:41])=[CH:36][CH:37]=[CH:38][CH:39]=2)=[CH:30][CH:29]=1)[CH2:2][CH2:3][CH3:4], predict the reactants needed to synthesize it. The reactants are: [CH2:1]([C:5]1[N:10]2[N:11]=[CH:12][N:13]=[C:9]2[N:8]([C@H:14]2[CH2:19][CH2:18][C@H:17]([O:20][CH:21]([CH3:25])[CH:22]([OH:24])[CH3:23])[CH2:16][CH2:15]2)[C:7](=[O:26])[C:6]=1[CH2:27][C:28]1[CH:33]=[CH:32][C:31]([C:34]2[C:35]([C:40]#[N:41])=[CH:36][CH:37]=[CH:38][CH:39]=2)=[CH:30][CH:29]=1)[CH2:2][CH2:3][CH3:4].[CH3:42]C(OI1(OC(C)=O)(OC(C)=O)OC(=O)C2C1=CC=CC=2)=O.C(=O)([O-])O.[Na+].S([O-])([O-])(=O)=S.[Na+].[Na+]. (2) Given the product [CH2:1]([O:3][C:4]([C@@H:6]1[C@H:10]([CH2:11][CH2:12][CH2:13][NH:31][CH2:23][CH2:24][C:25]2[CH:30]=[CH:29][CH:28]=[CH:27][CH:26]=2)[CH2:9][CH2:8][N:7]1[C@H:15]([C:16]1[CH:21]=[CH:20][CH:19]=[CH:18][CH:17]=1)[CH3:22])=[O:5])[CH3:2], predict the reactants needed to synthesize it. The reactants are: [CH2:1]([O:3][C:4]([C@@H:6]1[C@H:10]([CH2:11][CH2:12][CH:13]=O)[CH2:9][CH2:8][N:7]1[C@@H:15]([CH3:22])/[C:16](/[CH3:21])=[CH:17]/[CH:18]=[CH:19]\[CH3:20])=[O:5])[CH3:2].[CH2:23]([NH2:31])[CH2:24][C:25]1[CH:30]=[CH:29][CH:28]=[CH:27][CH:26]=1.[BH3-]C#N.[Na+]. (3) Given the product [Cl:3][C:12]1[N:11]=[C:10]([C:8]([O:7][CH3:6])=[O:9])[CH:15]=[CH:14][C:13]=1[CH3:16].[Cl:3][C:14]1[C:13]([CH3:16])=[CH:12][N:11]=[C:10]([C:8]([O:7][CH3:6])=[O:9])[CH:15]=1, predict the reactants needed to synthesize it. The reactants are: P(Cl)(Cl)([Cl:3])=O.[CH3:6][O:7][C:8]([C:10]1[CH:15]=[CH:14][C:13]([CH3:16])=[CH:12][N+:11]=1[O-])=[O:9].C([O-])([O-])=O.[K+].[K+]. (4) Given the product [O:38]1[C:34]([C:30]2[CH:29]=[C:28]([NH:25][C:26]([N:14]3[C@@H:15]4[CH2:19][N:18]([CH2:17][CH2:16]4)[C:12]4[CH:11]=[CH:10][C:9]([C:5]5[CH:6]=[CH:7][CH:8]=[C:3]([C:2]([F:21])([F:1])[F:22])[CH:4]=5)=[N:20][C:13]3=4)=[S:27])[CH:33]=[CH:32][CH:31]=2)=[CH:35][N:36]=[CH:37]1, predict the reactants needed to synthesize it. The reactants are: [F:1][C:2]([F:22])([F:21])[C:3]1[CH:4]=[C:5]([C:9]2[CH:10]=[CH:11][C:12]3[N:18]4[CH2:19][C@H:15]([CH2:16][CH2:17]4)[NH:14][C:13]=3[N:20]=2)[CH:6]=[CH:7][CH:8]=1.[H-].[Na+].[N:25]([C:28]1[CH:29]=[C:30]([C:34]2[O:38][CH:37]=[N:36][CH:35]=2)[CH:31]=[CH:32][CH:33]=1)=[C:26]=[S:27].CO. (5) Given the product [CH3:12][O:11][N:9]([CH3:10])[C:7](=[O:8])[C:6]1[CH:13]=[CH:14][CH:15]=[C:4]([CH2:1][CH2:2][CH3:3])[CH:5]=1, predict the reactants needed to synthesize it. The reactants are: [CH2:1]([C:4]1[CH:5]=[C:6]([CH:13]=[CH:14][CH:15]=1)[C:7]([N:9]([O:11][CH3:12])[CH3:10])=[O:8])[CH:2]=[CH2:3]. (6) Given the product [ClH:26].[ClH:26].[F:25][C:2]1([F:1])[C:6]2[N:7]=[CH:8][N:9]=[C:10]([N:11]3[CH2:16][CH2:15][NH:14][CH2:13][CH2:12]3)[C:5]=2[C@H:4]([CH3:24])[CH2:3]1, predict the reactants needed to synthesize it. The reactants are: [F:1][C:2]1([F:25])[C:6]2[N:7]=[CH:8][N:9]=[C:10]([N:11]3[CH2:16][CH2:15][N:14](C(OC(C)(C)C)=O)[CH2:13][CH2:12]3)[C:5]=2[C@H:4]([CH3:24])[CH2:3]1.[ClH:26].O1CCOCC1.